From a dataset of Catalyst prediction with 721,799 reactions and 888 catalyst types from USPTO. Predict which catalyst facilitates the given reaction. The catalyst class is: 49. Product: [CH3:34][O:35][CH:36]1[CH2:41][CH2:40][N:39]([S:20]([C:16]2[CH:15]=[C:14]([C:10]3[N:9]=[C:8]([C:6]4[CH:5]=[C:4]([C:24]5[CH:29]=[CH:28][C:27]([C:30]([F:33])([F:32])[F:31])=[CH:26][CH:25]=5)[CH:3]=[C:2]([CH3:1])[N:7]=4)[CH:13]=[CH:12][CH:11]=3)[CH:19]=[CH:18][CH:17]=2)(=[O:21])=[O:22])[CH2:38][CH2:37]1. Reactant: [CH3:1][C:2]1[N:7]=[C:6]([C:8]2[CH:13]=[CH:12][CH:11]=[C:10]([C:14]3[CH:15]=[C:16]([S:20](Cl)(=[O:22])=[O:21])[CH:17]=[CH:18][CH:19]=3)[N:9]=2)[CH:5]=[C:4]([C:24]2[CH:29]=[CH:28][C:27]([C:30]([F:33])([F:32])[F:31])=[CH:26][CH:25]=2)[CH:3]=1.[CH3:34][O:35][CH:36]1[CH2:41][CH2:40][NH:39][CH2:38][CH2:37]1.